From a dataset of Catalyst prediction with 721,799 reactions and 888 catalyst types from USPTO. Predict which catalyst facilitates the given reaction. (1) Reactant: [NH2:1][C:2]1[C:7]([Br:8])=[CH:6][C:5]([Br:9])=[CH:4][N:3]=1.[C:10]1(=O)[CH2:15][CH2:14][CH2:13][C:12](=[O:16])[CH2:11]1.O.C1(C)C=CC(S(O)(=O)=O)=CC=1.C(=O)(O)[O-].[Na+]. Product: [Br:8][C:7]1[C:2]([NH:1][C:10]2[CH2:15][CH2:14][CH2:13][C:12](=[O:16])[CH:11]=2)=[N:3][CH:4]=[C:5]([Br:9])[CH:6]=1. The catalyst class is: 11. (2) Reactant: [N+:1]([C:4]1[CH:12]=[CH:11][C:7]([C:8](Cl)=[O:9])=[CH:6][CH:5]=1)([O-:3])=[O:2].N1C=CC=CC=1.[CH3:19][N:20]1[CH2:25][CH2:24][NH:23][CH2:22][CH2:21]1. Product: [CH3:19][N:20]1[CH2:25][CH2:24][N:23]([C:8]([C:7]2[CH:11]=[CH:12][C:4]([N+:1]([O-:3])=[O:2])=[CH:5][CH:6]=2)=[O:9])[CH2:22][CH2:21]1. The catalyst class is: 1. (3) Reactant: [CH3:1][N:2]1[CH2:14][CH2:13][C:12]2[C:11]3[C:6](=[CH:7][CH:8]=[C:9]([CH3:15])[CH:10]=3)[NH:5][C:4]=2[CH2:3]1.N1C2C(=CC=C3C=2N=CC=C3)C=CC=1.[O-]P([O-])([O-])=O.[K+].[K+].[K+].Br[C:39]#[C:40][C:41]1[CH:46]=[CH:45][C:44]([Cl:47])=[CH:43][CH:42]=1. Product: [Cl:47][C:44]1[CH:45]=[CH:46][C:41]([C:40]#[C:39][N:5]2[C:6]3[C:11](=[CH:10][C:9]([CH3:15])=[CH:8][CH:7]=3)[C:12]3[CH2:13][CH2:14][N:2]([CH3:1])[CH2:3][C:4]2=3)=[CH:42][CH:43]=1. The catalyst class is: 11. (4) Reactant: [F:8][C:7]([F:10])([F:9])[C:6](O[C:6](=[O:11])[C:7]([F:10])([F:9])[F:8])=[O:11].[CH2:14]1[C:20]2[CH:21]=[CH:22][CH:23]=[CH:24][C:19]=2[CH2:18][CH2:17][NH:16][CH2:15]1. Product: [F:10][C:7]([F:8])([F:9])[C:6]([N:16]1[CH2:15][CH2:14][C:20]2[CH:21]=[CH:22][CH:23]=[CH:24][C:19]=2[CH2:18][CH2:17]1)=[O:11]. The catalyst class is: 4. (5) Reactant: [Br:1][C:2]1[CH:7]=[C:6](F)[C:5]([N+:9]([O-:11])=[O:10])=[CH:4][C:3]=1[F:12].[F:13][C:14]1[CH:15]=[C:16]([CH2:20][NH2:21])[CH:17]=[CH:18][CH:19]=1.C(=O)([O-])[O-].[K+].[K+]. Product: [Br:1][C:2]1[C:3]([F:12])=[CH:4][C:5]([N+:9]([O-:11])=[O:10])=[C:6]([CH:7]=1)[NH:21][CH2:20][C:16]1[CH:17]=[CH:18][CH:19]=[C:14]([F:13])[CH:15]=1. The catalyst class is: 483. (6) Reactant: [Br:1][C:2]1[CH:7]=[C:6]([CH3:8])[C:5]([N:9]2[C:13]3=[N:14][C:15]([CH3:31])=[CH:16][C:17]([N:18]4[CH2:23][CH2:22][CH:21]([CH2:24][CH2:25]OS(C)(=O)=O)[CH2:20][CH2:19]4)=[C:12]3[C:11]([CH3:32])=[CH:10]2)=[C:4]([CH3:33])[CH:3]=1.[Na+].[I-:35].O. Product: [Br:1][C:2]1[CH:7]=[C:6]([CH3:8])[C:5]([N:9]2[C:13]3=[N:14][C:15]([CH3:31])=[CH:16][C:17]([N:18]4[CH2:23][CH2:22][CH:21]([CH2:24][CH2:25][I:35])[CH2:20][CH2:19]4)=[C:12]3[C:11]([CH3:32])=[CH:10]2)=[C:4]([CH3:33])[CH:3]=1. The catalyst class is: 21. (7) Reactant: [F:1][C:2]([F:18])([F:17])[C:3]1[CH:8]=[CH:7][CH:6]=[CH:5][C:4]=1[C:9]1[CH:14]=[CH:13][CH:12]=[C:11]([CH:15]=O)[CH:10]=1.[C:19]([NH:22][NH2:23])([NH2:21])=[NH:20].[ClH:24].O.[OH-].[Na+]. Product: [ClH:24].[F:1][C:2]([F:18])([F:17])[C:3]1[CH:8]=[CH:7][CH:6]=[CH:5][C:4]=1[C:9]1[CH:10]=[C:11]([CH:12]=[CH:13][CH:14]=1)[CH:15]=[N:23][NH:22][C:19]([NH2:21])=[NH:20]. The catalyst class is: 14.